From a dataset of Experimentally validated miRNA-target interactions with 360,000+ pairs, plus equal number of negative samples. Binary Classification. Given a miRNA mature sequence and a target amino acid sequence, predict their likelihood of interaction. (1) The miRNA is hsa-miR-371b-5p with sequence ACUCAAAAGAUGGCGGCACUUU. The protein sequence of the target gene is MAVCIAVIAKENYPLYIRSTPTENELKFHYMVHTSLDVVDEKISAMGKALVDQRELYLGLLYPTEDYKVYGYVTNSKVKFVMVVDSSNTALRDNEIRSMFRKLHNSYTDVMCNPFYNPGDRIQSSRAFDNMVTSMMIQVC. Result: 0 (no interaction). (2) The miRNA is rno-miR-292-5p with sequence ACUCAAACUGGGGGCUCUUUUG. The protein sequence of the target gene is MEKATVPVAAATAAEGEGSPPAVAAVAGPPAAAEVGGGVGGSSRARSASSPRGMVRVCDLLLKKKPPQQQHHKAKRNRTCRPPSSSESSSDSDNSGGGGGGGGGGGGGGGTSSNNSEEEEDDDDEEEEVSEVESFILDQDDLENPMLETASKLLLSGTADGADLRTVDPETQARLEALLEAAGIGKLSTADGKAFADPEVLRRLTSSVSCALDEAAAALTRMRAESTANAGQSDNRSLAEACSEGDVNAVRKLLIEGRSVNEHTEEGESLLCLACSAGYYELAQVLLAMHANVEDRGIKG.... Result: 0 (no interaction).